This data is from Experimentally validated miRNA-target interactions with 360,000+ pairs, plus equal number of negative samples. The task is: Binary Classification. Given a miRNA mature sequence and a target amino acid sequence, predict their likelihood of interaction. The miRNA is mmu-miR-148b-3p with sequence UCAGUGCAUCACAGAACUUUGU. The protein sequence of the target gene is MVVPGPLALSLLLSSLTLLVSHLSSSQDIASESSSEQQMCTRREHPIVAFEDLKPWVFNFTYPGVRDFSQLALDPSRNQLIVGARNYLFRLSLANVSLLQATEWASSEDTRRSCQSKGKTEEECQNYVRVLIVSGRKVFMCGTNAFSPVCSSRQVGNLSRTIEKINGVARCPYDPRHNSTAVISSQGELYAATVIDFSGRDPAIYRSLGSGPPLRTAQYNSKWLNEPNFVAAFDIGLFAYFFLRENAVEHDCGRTVYSRVARVCKNDVGGRFLLEDTWTTFMKARLNCSRPGEVPFYYNE.... Result: 0 (no interaction).